This data is from Full USPTO retrosynthesis dataset with 1.9M reactions from patents (1976-2016). The task is: Predict the reactants needed to synthesize the given product. Given the product [C:1]1([C:7]2[C:8]([C:16]3[CH:21]=[CH:20][CH:19]=[CH:18][CH:17]=3)=[CH:9][CH:10]=[CH:11][CH:12]=2)[CH:6]=[CH:5][CH:4]=[CH:3][CH:2]=1, predict the reactants needed to synthesize it. The reactants are: [C:1]1([C:7]2[CH:12]=[CH:11][CH:10]=[CH:9][CH:8]=2)[CH:6]=[CH:5][CH:4]=[CH:3][CH:2]=1.C([C:16]1[CH:21]=[CH:20][C:19](B(O)O)=[CH:18][CH:17]=1)CC.OCC(C)(CO)C.CC(C)=O.